Dataset: TCR-epitope binding with 47,182 pairs between 192 epitopes and 23,139 TCRs. Task: Binary Classification. Given a T-cell receptor sequence (or CDR3 region) and an epitope sequence, predict whether binding occurs between them. (1) The epitope is WICLLQFAY. The TCR CDR3 sequence is CASSLLAGGSDTQYF. Result: 1 (the TCR binds to the epitope). (2) The epitope is ILGLPTQTV. The TCR CDR3 sequence is CASSPRSRGLLGDTQYF. Result: 0 (the TCR does not bind to the epitope). (3) The epitope is EPLPQGQLTAY. The TCR CDR3 sequence is CSVGRDRDHGYTF. Result: 0 (the TCR does not bind to the epitope). (4) The epitope is SEVGPEHSLAEY. The TCR CDR3 sequence is CASSDSQRMNTEAFF. Result: 0 (the TCR does not bind to the epitope).